This data is from Full USPTO retrosynthesis dataset with 1.9M reactions from patents (1976-2016). The task is: Predict the reactants needed to synthesize the given product. (1) Given the product [Cl:33][C:25]1[C:20]([C:18]([NH:17][C@@H:13]([C:4]2[CH:5]=[CH:6][C:7]([O:8][C:9]([F:11])([F:10])[F:12])=[C:2]([F:1])[CH:3]=2)[CH2:14][O:15][CH3:16])=[O:19])=[N:21][C:22]([N:28]2[CH2:32][CH2:31][CH2:30][CH2:29]2)=[N:23][C:24]=1[O:26][CH3:27], predict the reactants needed to synthesize it. The reactants are: [F:1][C:2]1[CH:3]=[C:4]([C@H:13]([NH:17][C:18]([C:20]2[CH:25]=[C:24]([O:26][CH3:27])[N:23]=[C:22]([N:28]3[CH2:32][CH2:31][CH2:30][CH2:29]3)[N:21]=2)=[O:19])[CH2:14][O:15][CH3:16])[CH:5]=[CH:6][C:7]=1[O:8][C:9]([F:12])([F:11])[F:10].[Cl:33]N1C(=O)CCC1=O. (2) Given the product [C:13]([NH:17][S:18]([CH2:21][CH2:23][CH2:24][CH2:25][O:26][Si:27]([C:30]([CH3:31])([CH3:33])[CH3:32])([CH3:28])[CH3:29])(=[O:20])=[O:19])([CH3:16])([CH3:15])[CH3:14], predict the reactants needed to synthesize it. The reactants are: C(NC(C)C)(C)C.C([Li])CCC.[C:13]([NH:17][S:18]([CH3:21])(=[O:20])=[O:19])([CH3:16])([CH3:15])[CH3:14].Br[CH2:23][CH2:24][CH2:25][O:26][Si:27]([C:30]([CH3:33])([CH3:32])[CH3:31])([CH3:29])[CH3:28]. (3) Given the product [Cl:28][C:29]1[CH:34]=[C:33]([CH2:35][O:36][C:37]2[CH:42]=[CH:41][CH:40]=[CH:39][CH:38]=2)[CH:32]=[CH:31][N:30]=1, predict the reactants needed to synthesize it. The reactants are: C(P(CCCC)CCCC)CCC.N(C(OC(C)C)=O)=NC(OC(C)C)=O.[Cl:28][C:29]1[CH:34]=[C:33]([CH2:35][OH:36])[CH:32]=[CH:31][N:30]=1.[C:37]1(O)[CH:42]=[CH:41][CH:40]=[CH:39][CH:38]=1. (4) Given the product [F:10][C:11]([F:16])([F:15])[CH2:12][CH2:13][N:1]1[CH2:9][CH2:8][CH:4]([C:5]([NH2:7])=[O:6])[CH2:3][CH2:2]1, predict the reactants needed to synthesize it. The reactants are: [NH:1]1[CH2:9][CH2:8][CH:4]([C:5]([NH2:7])=[O:6])[CH2:3][CH2:2]1.[F:10][C:11]([F:16])([F:15])[CH2:12][CH2:13]I.C(=O)([O-])[O-].[K+].[K+]. (5) Given the product [CH2:23]([N:8]([CH2:1][C:2]1[CH:3]=[CH:4][CH:5]=[CH:6][CH:7]=1)[N:9]1[C:18](=[O:19])[C:17]2[C:12](=[CH:13][C:14]([F:21])=[C:15]([F:20])[CH:16]=2)[N:11]([CH2:32][CH3:33])[C:10]1=[O:22])[C:24]1[CH:29]=[CH:28][CH:27]=[CH:26][CH:25]=1, predict the reactants needed to synthesize it. The reactants are: [CH2:1]([N:8]([CH2:23][C:24]1[CH:29]=[CH:28][CH:27]=[CH:26][CH:25]=1)[N:9]1[C:18](=[O:19])[C:17]2[C:12](=[CH:13][C:14]([F:21])=[C:15]([F:20])[CH:16]=2)[NH:11][C:10]1=[O:22])[C:2]1[CH:7]=[CH:6][CH:5]=[CH:4][CH:3]=1.[H-].[Na+].[CH2:32](I)[CH3:33]. (6) Given the product [ClH:1].[CH3:21][C:15]1[CH:16]=[C:17]([CH3:20])[N:18]2[C:13]([N:14]=1)=[C:12]1[CH2:22][NH:9][CH2:10][C:11]1=[N:19]2, predict the reactants needed to synthesize it. The reactants are: [ClH:1].C(OC([N:9]1[CH2:22][C:12]2=[C:13]3[N:18]([N:19]=[C:11]2[CH2:10]1)[C:17]([CH3:20])=[CH:16][C:15]([CH3:21])=[N:14]3)=O)(C)(C)C.